This data is from Catalyst prediction with 721,799 reactions and 888 catalyst types from USPTO. The task is: Predict which catalyst facilitates the given reaction. Reactant: [Br:1][C:2]1[CH:3]=[C:4]([CH2:8][OH:9])[CH:5]=[CH:6][CH:7]=1.[CH3:10][C:11]([Si:14](Cl)([CH3:16])[CH3:15])([CH3:13])[CH3:12].N1C=CN=C1. Product: [Br:1][C:2]1[CH:3]=[C:4]([CH:5]=[CH:6][CH:7]=1)[CH2:8][O:9][Si:14]([C:11]([CH3:13])([CH3:12])[CH3:10])([CH3:16])[CH3:15]. The catalyst class is: 1.